Dataset: Catalyst prediction with 721,799 reactions and 888 catalyst types from USPTO. Task: Predict which catalyst facilitates the given reaction. (1) Reactant: [CH2:1]([Sn:5](CCCC)([C:12]1C=C[CH:15]=[CH:14][CH:13]=1)[C:6]1[CH:11]=[CH:10][CH:9]=[CH:8][CH:7]=1)[CH2:2][CH2:3][CH3:4].[I:22]I. Product: [CH2:1]([Sn:5]([I:22])([CH2:12][CH2:13][CH2:14][CH3:15])[C:6]1[CH:11]=[CH:10][CH:9]=[CH:8][CH:7]=1)[CH2:2][CH2:3][CH3:4]. The catalyst class is: 5. (2) Reactant: O.[NH2:2][NH2:3].Cl[C:5]1[CH:10]=[CH:9][C:8]([CH2:11][N:12]2[C:16]([CH3:17])=[CH:15][C:14]([C:18]3[O:22][N:21]=[C:20]([C:23]4[CH:28]=[CH:27][C:26]([O:29][C:30]([F:33])([F:32])[F:31])=[CH:25][CH:24]=4)[N:19]=3)=[N:13]2)=[CH:7][N:6]=1. Product: [NH:2]([C:5]1[CH:10]=[CH:9][C:8]([CH2:11][N:12]2[C:16]([CH3:17])=[CH:15][C:14]([C:18]3[O:22][N:21]=[C:20]([C:23]4[CH:28]=[CH:27][C:26]([O:29][C:30]([F:33])([F:32])[F:31])=[CH:25][CH:24]=4)[N:19]=3)=[N:13]2)=[CH:7][N:6]=1)[NH2:3]. The catalyst class is: 8.